Dataset: Reaction yield outcomes from USPTO patents with 853,638 reactions. Task: Predict the reaction yield, written as a fraction of the theoretical maximum amount of product (1.0 means a 100% yield; for example, 0.34 means a 34% yield). (1) The reactants are [C:1]([N:8]1[CH2:18][CH2:17][CH2:16][C@@H:10]([C:11]([O:13]CC)=[O:12])[CH2:9]1)([O:3][C:4]([CH3:7])([CH3:6])[CH3:5])=[O:2].[Li+].[OH-].Cl. The catalyst is CO.O. The product is [C:1]([N:8]1[CH2:18][CH2:17][CH2:16][C@@H:10]([C:11]([OH:13])=[O:12])[CH2:9]1)([O:3][C:4]([CH3:7])([CH3:6])[CH3:5])=[O:2]. The yield is 0.920. (2) The reactants are Cl[C:2]1[N:7]=[C:6]([NH:8][C:9]2[CH:14]=[CH:13][C:12]([O:15][CH:16]([CH3:18])[CH3:17])=[C:11]([F:19])[CH:10]=2)[N:5]([CH2:20][C:21]2[CH:26]=[CH:25][C:24]([Cl:27])=[CH:23][CH:22]=2)[C:4](=[O:28])[N:3]=1.C1COCC1.[CH2:34]([NH2:41])[C:35]1[CH:40]=[CH:39][CH:38]=[CH:37][CH:36]=1.O. The catalyst is C(OCC)(=O)C. The product is [CH2:34]([NH:41][C:2]1[N:7]=[C:6]([NH:8][C:9]2[CH:14]=[CH:13][C:12]([O:15][CH:16]([CH3:17])[CH3:18])=[C:11]([F:19])[CH:10]=2)[N:5]([CH2:20][C:21]2[CH:26]=[CH:25][C:24]([Cl:27])=[CH:23][CH:22]=2)[C:4](=[O:28])[N:3]=1)[C:35]1[CH:40]=[CH:39][CH:38]=[CH:37][CH:36]=1. The yield is 0.520. (3) The product is [CH3:1][O:2][C:3]1[CH:4]=[C:5]2[C:10](=[CH:11][C:12]=1[O:13][CH3:14])[N:9]=[CH:8][CH:7]=[C:6]2[O:15][C:16]1[C:25]([F:26])=[CH:24][C:19]2[N:20]=[C:21]([NH:23][C:41](=[O:42])[CH2:40][C:34]3[CH:39]=[CH:38][CH:37]=[CH:36][CH:35]=3)[S:22][C:18]=2[CH:17]=1. The catalyst is C(C#N)(C)=O. The reactants are [CH3:1][O:2][C:3]1[CH:4]=[C:5]2[C:10](=[CH:11][C:12]=1[O:13][CH3:14])[N:9]=[CH:8][CH:7]=[C:6]2[O:15][C:16]1[C:25]([F:26])=[CH:24][C:19]2[N:20]=[C:21]([NH2:23])[S:22][C:18]=2[CH:17]=1.CCN(CC)CC.[C:34]1([CH2:40][C:41](Cl)=[O:42])[CH:39]=[CH:38][CH:37]=[CH:36][CH:35]=1.C1COCC1. The yield is 0.590. (4) The yield is 0.800. The catalyst is O1CCOCC1.C1C=CC(P(C2C=CC=CC=2)[C-]2C=CC=C2)=CC=1.C1C=CC(P(C2C=CC=CC=2)[C-]2C=CC=C2)=CC=1.Cl[Pd]Cl.[Fe+2]. The reactants are [C:1]([O:5][C:6]([N:8]1[CH2:13][CH2:12][CH:11]([C:14]2[C:19](Cl)=[N:18][CH:17]=[CH:16][N:15]=2)[CH2:10][CH2:9]1)=[O:7])([CH3:4])([CH3:3])[CH3:2].C[C:22]1[CH:23]=[C:24](B(O)O)[CH:25]=[CH:26][CH:27]=1.C([O-])([O-])=O.[Na+].[Na+].O. The product is [C:1]([O:5][C:6]([N:8]1[CH2:13][CH2:12][CH:11]([C:14]2[C:19]([C:22]3[CH:23]=[CH:24][CH:25]=[CH:26][CH:27]=3)=[N:18][CH:17]=[CH:16][N:15]=2)[CH2:10][CH2:9]1)=[O:7])([CH3:4])([CH3:3])[CH3:2]. (5) The reactants are [CH2:1]([O:8][C:9]1[CH:16]=[CH:15][CH:14]=[CH:13][C:10]=1[CH:11]=[O:12])[C:2]1[CH:7]=[CH:6][CH:5]=[CH:4][CH:3]=1.[CH3:17][O:18][C:19]1[CH:24]=[CH:23][C:22]([Mg]Br)=[CH:21][CH:20]=1.[Cl-].[NH4+]. The catalyst is C1COCC1. The product is [CH2:1]([O:8][C:9]1[CH:16]=[CH:15][CH:14]=[CH:13][C:10]=1[CH:11]([C:21]1[CH:22]=[CH:23][CH:24]=[C:19]([O:18][CH3:17])[CH:20]=1)[OH:12])[C:2]1[CH:3]=[CH:4][CH:5]=[CH:6][CH:7]=1. The yield is 1.00. (6) The reactants are [Cl:1][C:2]1[CH:7]=[CH:6][C:5]([S:8]([N:11]([C:15]2[C:16]([C:22](=[O:31])[C:23]3[CH:28]=[C:27]([CH3:29])[CH:26]=[CH:25][C:24]=3[Cl:30])=[N:17][CH:18]=[C:19]([Cl:21])[CH:20]=2)COC)(=[O:10])=[O:9])=[CH:4][C:3]=1[C:32]([F:35])([F:34])[F:33].O. The catalyst is Cl.O1CCOCC1. The product is [Cl:1][C:2]1[CH:7]=[CH:6][C:5]([S:8]([NH:11][C:15]2[C:16]([C:22](=[O:31])[C:23]3[CH:28]=[C:27]([CH3:29])[CH:26]=[CH:25][C:24]=3[Cl:30])=[N:17][CH:18]=[C:19]([Cl:21])[CH:20]=2)(=[O:9])=[O:10])=[CH:4][C:3]=1[C:32]([F:34])([F:35])[F:33]. The yield is 0.640. (7) The reactants are CN(C(ON1N=NC2C=CC=NC1=2)=[N+](C)C)C.F[P-](F)(F)(F)(F)F.CCN(C(C)C)C(C)C.[CH3:34][C:35]1[O:39][N:38]=[C:37]([C:40]([OH:42])=O)[CH:36]=1.[NH2:43][C@H:44]1[C:52]2[C:47](=[CH:48][CH:49]=[C:50]([C:53]([O:55][CH3:56])=[O:54])[CH:51]=2)[CH2:46][CH2:45]1. The catalyst is ClCCl. The product is [CH3:34][C:35]1[O:39][N:38]=[C:37]([C:40]([NH:43][C@H:44]2[C:52]3[C:47](=[CH:48][CH:49]=[C:50]([C:53]([O:55][CH3:56])=[O:54])[CH:51]=3)[CH2:46][CH2:45]2)=[O:42])[CH:36]=1. The yield is 0.680. (8) The reactants are C[Si]([N-][Si](C)(C)C)(C)C.[Li+].[Cl:11][C:12]1[CH:17]=[CH:16][C:15]([C:18]2[NH:27][C:26](=[O:28])[C:25]3[C:20](=[CH:21][C:22]([O:31][CH3:32])=[CH:23][C:24]=3[O:29][CH3:30])[N:19]=2)=[C:14](F)[CH:13]=1.[CH:34]([N:37]1[CH2:42][CH2:41][CH:40]([NH2:43])[CH2:39][CH2:38]1)([CH3:36])[CH3:35]. The catalyst is C1COCC1.[NH4+].[Cl-]. The product is [Cl:11][C:12]1[CH:17]=[CH:16][C:15]([C:18]2[NH:27][C:26](=[O:28])[C:25]3[C:20](=[CH:21][C:22]([O:31][CH3:32])=[CH:23][C:24]=3[O:29][CH3:30])[N:19]=2)=[C:14]([NH:43][CH:40]2[CH2:41][CH2:42][N:37]([CH:34]([CH3:36])[CH3:35])[CH2:38][CH2:39]2)[CH:13]=1. The yield is 0.220.